Task: Regression. Given two drug SMILES strings and cell line genomic features, predict the synergy score measuring deviation from expected non-interaction effect.. Dataset: NCI-60 drug combinations with 297,098 pairs across 59 cell lines (1) Drug 1: CC1C(C(CC(O1)OC2CC(CC3=C2C(=C4C(=C3O)C(=O)C5=C(C4=O)C(=CC=C5)OC)O)(C(=O)CO)O)N)O. Drug 2: CN1C=C(C=N1)C2=C3N=C(C(=C(N3N=C2)N)Br)C4CCCNC4. Cell line: SW-620. Synergy scores: CSS=41.8, Synergy_ZIP=-2.58, Synergy_Bliss=-11.3, Synergy_Loewe=-28.8, Synergy_HSA=-11.2. (2) Drug 1: C1CC(C1)(C(=O)O)C(=O)O.[NH2-].[NH2-].[Pt+2]. Drug 2: CC1=C2C(C(=O)C3(C(CC4C(C3C(C(C2(C)C)(CC1OC(=O)C(C(C5=CC=CC=C5)NC(=O)OC(C)(C)C)O)O)OC(=O)C6=CC=CC=C6)(CO4)OC(=O)C)O)C)O. Cell line: TK-10. Synergy scores: CSS=-6.46, Synergy_ZIP=6.57, Synergy_Bliss=6.70, Synergy_Loewe=-2.56, Synergy_HSA=-7.04. (3) Drug 1: CN1C(=O)N2C=NC(=C2N=N1)C(=O)N. Drug 2: C1CN1C2=NC(=NC(=N2)N3CC3)N4CC4. Cell line: DU-145. Synergy scores: CSS=53.1, Synergy_ZIP=-3.17, Synergy_Bliss=-4.48, Synergy_Loewe=-37.2, Synergy_HSA=-3.75. (4) Drug 1: CN1CCC(CC1)COC2=C(C=C3C(=C2)N=CN=C3NC4=C(C=C(C=C4)Br)F)OC. Drug 2: CCC1=CC2CC(C3=C(CN(C2)C1)C4=CC=CC=C4N3)(C5=C(C=C6C(=C5)C78CCN9C7C(C=CC9)(C(C(C8N6C)(C(=O)OC)O)OC(=O)C)CC)OC)C(=O)OC.C(C(C(=O)O)O)(C(=O)O)O. Cell line: SNB-75. Synergy scores: CSS=38.0, Synergy_ZIP=6.63, Synergy_Bliss=6.32, Synergy_Loewe=-1.12, Synergy_HSA=7.38.